This data is from Peptide-MHC class I binding affinity with 185,985 pairs from IEDB/IMGT. The task is: Regression. Given a peptide amino acid sequence and an MHC pseudo amino acid sequence, predict their binding affinity value. This is MHC class I binding data. The peptide sequence is GALDLSHFL. The MHC is HLA-A24:02 with pseudo-sequence HLA-A24:02. The binding affinity (normalized) is 0.